This data is from Peptide-MHC class II binding affinity with 134,281 pairs from IEDB. The task is: Regression. Given a peptide amino acid sequence and an MHC pseudo amino acid sequence, predict their binding affinity value. This is MHC class II binding data. (1) The peptide sequence is YDKFLANVSTVLTPK. The MHC is DRB1_0404 with pseudo-sequence DRB1_0404. The binding affinity (normalized) is 0.807. (2) The binding affinity (normalized) is 0.321. The peptide sequence is EERVERIKSEYMTSW. The MHC is HLA-DQA10501-DQB10302 with pseudo-sequence HLA-DQA10501-DQB10302. (3) The peptide sequence is EKKYFAATQFEPKAA. The MHC is DRB1_0101 with pseudo-sequence DRB1_0101. The binding affinity (normalized) is 0.423. (4) The peptide sequence is YNNNEAFKVENGSAA. The MHC is HLA-DPA10201-DPB11401 with pseudo-sequence HLA-DPA10201-DPB11401. The binding affinity (normalized) is 0. (5) The peptide sequence is KAFAEGLSGEPKGGA. The MHC is HLA-DPA10201-DPB11401 with pseudo-sequence HLA-DPA10201-DPB11401. The binding affinity (normalized) is 0.195.